Dataset: Peptide-MHC class I binding affinity with 185,985 pairs from IEDB/IMGT. Task: Regression. Given a peptide amino acid sequence and an MHC pseudo amino acid sequence, predict their binding affinity value. This is MHC class I binding data. (1) The peptide sequence is SPRPEMQEF. The MHC is HLA-B53:01 with pseudo-sequence HLA-B53:01. The binding affinity (normalized) is 0.240. (2) The peptide sequence is LIILSAVAI. The MHC is HLA-A32:01 with pseudo-sequence HLA-A32:01. The binding affinity (normalized) is 0.553. (3) The peptide sequence is NITPDDGLGL. The MHC is HLA-A68:02 with pseudo-sequence HLA-A68:02. The binding affinity (normalized) is 0.128. (4) The peptide sequence is TTILGLLPM. The MHC is HLA-A02:12 with pseudo-sequence HLA-A02:12. The binding affinity (normalized) is 0.0847. (5) The peptide sequence is SLYADSPSV. The MHC is HLA-A02:06 with pseudo-sequence HLA-A02:06. The binding affinity (normalized) is 0.373. (6) The peptide sequence is SQSERDNYIT. The MHC is HLA-A02:01 with pseudo-sequence HLA-A02:01. The binding affinity (normalized) is 0. (7) The peptide sequence is KELENEYYF. The MHC is HLA-B08:01 with pseudo-sequence HLA-B08:01. The binding affinity (normalized) is 0.0847. (8) The peptide sequence is YFKRELKSF. The MHC is HLA-B58:01 with pseudo-sequence HLA-B58:01. The binding affinity (normalized) is 0.0847.